Dataset: Forward reaction prediction with 1.9M reactions from USPTO patents (1976-2016). Task: Predict the product of the given reaction. (1) Given the reactants [ClH:1].[CH3:2][C:3]1[CH:16]=[CH:15][C:14]2[C@@H:13]3[C@H:8]([CH2:9][CH2:10][C:11]4[CH:20]=[C:19]([O:21]C)[C:18]([O:23]C)=[CH:17][C:12]=43)[NH:7][CH2:6][C:5]=2[CH:4]=1.B(Br)(Br)Br.CO, predict the reaction product. The product is: [ClH:1].[CH3:2][C:3]1[CH:16]=[CH:15][C:14]2[C@@H:13]3[C@H:8]([CH2:9][CH2:10][C:11]4[CH:20]=[C:19]([OH:21])[C:18]([OH:23])=[CH:17][C:12]=43)[NH:7][CH2:6][C:5]=2[CH:4]=1. (2) Given the reactants [CH3:1][C:2]1([CH3:14])[C:10]2[C:5](=[CH:6][C:7]([N+:11]([O-:13])=[O:12])=[CH:8][CH:9]=2)[NH:4][CH2:3]1.C1[CH:20]=[N:19][C:18]2N(O)N=NC=2C=1.[CH2:25](Cl)[CH2:26]Cl.CN(C=[O:33])C, predict the reaction product. The product is: [CH3:18][N:19]([CH3:20])[CH2:25][C:26]([N:4]1[C:5]2[C:10](=[CH:9][CH:8]=[C:7]([N+:11]([O-:13])=[O:12])[CH:6]=2)[C:2]([CH3:14])([CH3:1])[CH2:3]1)=[O:33]. (3) Given the reactants C([O:5][C:6](=[O:29])[CH2:7][N:8]1[C:16]2[C:11](=[CH:12][CH:13]=[CH:14][CH:15]=2)[C:10]([CH:17]2[C:21]3[CH:22]=[CH:23][CH:24]=[CH:25][C:20]=3[S:19](=[O:27])(=[O:26])[NH:18]2)=[C:9]1[CH3:28])(C)(C)C.[CH2:30](Br)[CH:31]=[CH2:32], predict the reaction product. The product is: [CH2:32]([N:18]1[CH:17]([C:10]2[C:11]3[C:16](=[CH:15][CH:14]=[CH:13][CH:12]=3)[N:8]([CH2:7][C:6]([OH:5])=[O:29])[C:9]=2[CH3:28])[C:21]2[CH:22]=[CH:23][CH:24]=[CH:25][C:20]=2[S:19]1(=[O:26])=[O:27])[CH:31]=[CH2:30]. (4) Given the reactants [OH:1][C:2]1[C:9]([CH3:10])=[CH:8][CH:7]=[CH:6][C:3]=1[CH:4]=O.Cl.[NH2:12]O.C([O-])(=O)C.[Na+], predict the reaction product. The product is: [OH:1][C:2]1[C:9]([CH3:10])=[CH:8][CH:7]=[CH:6][C:3]=1[C:4]#[N:12]. (5) Given the reactants [N:1]1[CH:6]=[CH:5][C:4]([N:7]2[CH2:11][CH2:10][C:9]3([CH2:16][CH2:15][N:14]([C:17]([C:19]4[CH:20]=[C:21]5[C:25](=[CH:26][CH:27]=4)[N:24]([CH2:28][C:29]([O:31]C(C)(C)C)=[O:30])[CH:23]=[CH:22]5)=[O:18])[CH2:13][CH2:12]3)[CH2:8]2)=[CH:3][CH:2]=1.C(O)(C(F)(F)F)=O, predict the reaction product. The product is: [N:1]1[CH:6]=[CH:5][C:4]([N:7]2[CH2:11][CH2:10][C:9]3([CH2:16][CH2:15][N:14]([C:17]([C:19]4[CH:20]=[C:21]5[C:25](=[CH:26][CH:27]=4)[N:24]([CH2:28][C:29]([OH:31])=[O:30])[CH:23]=[CH:22]5)=[O:18])[CH2:13][CH2:12]3)[CH2:8]2)=[CH:3][CH:2]=1. (6) Given the reactants [CH3:1][C@H:2]1[N:7]([CH2:8][CH:9]([CH3:11])[CH3:10])[C:6](=[O:12])[C@@H:5]([NH:13]C(=O)OC(C)(C)C)[CH2:4][C@H:3]1[C:21]1[CH:26]=[CH:25][CH:24]=[CH:23][CH:22]=1, predict the reaction product. The product is: [NH2:13][C@H:5]1[CH2:4][C@@H:3]([C:21]2[CH:22]=[CH:23][CH:24]=[CH:25][CH:26]=2)[C@@H:2]([CH3:1])[N:7]([CH2:8][CH:9]([CH3:11])[CH3:10])[C:6]1=[O:12]. (7) Given the reactants [CH3:1]/[C:2](=[CH:6]\[S:7][C:8]1[CH:13]=[CH:12][CH:11]=[CH:10][CH:9]=1)/[C:3]([OH:5])=O.S(Cl)(Cl)=O.[NH2:18][C:19]1[CH:24]=[CH:23][CH:22]=[CH:21][CH:20]=1, predict the reaction product. The product is: [CH3:1]/[C:2](=[CH:6]\[S:7][C:8]1[CH:13]=[CH:12][CH:11]=[CH:10][CH:9]=1)/[C:3]([NH:18][C:19]1[CH:24]=[CH:23][CH:22]=[CH:21][CH:20]=1)=[O:5]. (8) Given the reactants [NH2:1][C:2]1[CH:10]=[CH:9][C:8]([CH3:11])=[CH:7][C:3]=1[C:4]([NH2:6])=O.[H-].[H-].[H-].[H-].[Li+].[Al+3].O.[OH-].[Na+], predict the reaction product. The product is: [NH2:6][CH2:4][C:3]1[CH:7]=[C:8]([CH3:11])[CH:9]=[CH:10][C:2]=1[NH2:1]. (9) Given the reactants [CH2:1]([O:3][C:4]([C:6]1[N:7]=[C:8]([C:11]2[CH:12]=[C:13]3[C:17](=[CH:18][CH:19]=2)[N:16]([C:20](=[O:22])[CH3:21])[N:15]=[CH:14]3)[S:9][CH:10]=1)=[O:5])[CH3:2].CCN(CC)CC.C1C[O:33]CC1, predict the reaction product. The product is: [C:20]([N:16]1[C:17]2[C:13](=[CH:12][C:11]([C:8]3[S:9][CH:10]=[C:6]([C:4]([OH:5])=[O:3])[N:7]=3)=[CH:19][CH:18]=2)[CH:14]=[N:15]1)(=[O:22])[CH3:21].[CH3:6][C:4]([O:3][C:1]([CH3:2])=[O:33])=[O:5]. (10) Given the reactants [NH2:1][C:2]1[CH:3]=[C:4]([B:8]([OH:10])[OH:9])[CH:5]=[CH:6][CH:7]=1.[C:11](Cl)(=[O:14])[CH:12]=[CH2:13], predict the reaction product. The product is: [C:11]([NH:1][C:2]1[CH:3]=[C:4]([B:8]([OH:10])[OH:9])[CH:5]=[CH:6][CH:7]=1)(=[O:14])[CH:12]=[CH2:13].